This data is from Catalyst prediction with 721,799 reactions and 888 catalyst types from USPTO. The task is: Predict which catalyst facilitates the given reaction. (1) Reactant: [Br:1][C:2]1[CH:3]=[N:4][C:5](I)=[N:6][CH:7]=1.C([Li])CCC.[O:14]=[C:15]1[CH2:20][CH2:19][CH:18]([C:21]([O:23][CH2:24][CH3:25])=[O:22])[CH2:17][CH2:16]1. Product: [Br:1][C:2]1[CH:3]=[N:4][C:5]([C:15]2([OH:14])[CH2:16][CH2:17][CH:18]([C:21]([O:23][CH2:24][CH3:25])=[O:22])[CH2:19][CH2:20]2)=[N:6][CH:7]=1. The catalyst class is: 11. (2) Reactant: [OH:1][CH:2]1[CH:6](O)[N:5]([CH3:8])[C:4](=[O:9])[N:3]1[CH3:10]. Product: [CH3:8][N:5]1[CH2:6][C:2](=[O:1])[N:3]([CH3:10])[C:4]1=[O:9]. The catalyst class is: 6. (3) The catalyst class is: 20. Product: [C:24]([N:21]1[CH2:22][CH2:23][C:18]2[N:17]([CH:27]3[CH2:28][CH2:29][O:30][CH2:31][CH2:32]3)[N:16]=[C:15]([N:8]3[C:9]4[C:4](=[CH:3][C:2]([C:41]5[CH:42]=[CH:43][C:44]([NH:47][C:48](=[O:50])[CH3:49])=[N:45][CH:46]=5)=[C:11]([CH:12]([F:13])[F:14])[CH:10]=4)[CH2:5][CH2:6][CH2:7]3)[C:19]=2[CH2:20]1)(=[O:26])[CH3:25]. Reactant: Br[C:2]1[CH:3]=[C:4]2[C:9](=[CH:10][C:11]=1[CH:12]([F:14])[F:13])[N:8]([C:15]1[C:19]3[CH2:20][N:21]([C:24](=[O:26])[CH3:25])[CH2:22][CH2:23][C:18]=3[N:17]([CH:27]3[CH2:32][CH2:31][O:30][CH2:29][CH2:28]3)[N:16]=1)[CH2:7][CH2:6][CH2:5]2.CC1(C)C(C)(C)OB([C:41]2[CH:42]=[CH:43][C:44]([NH:47][C:48](=[O:50])[CH3:49])=[N:45][CH:46]=2)O1.C1(P(C2CCCCC2)C2C=CC=CC=2C2C(C(C)C)=CC(C(C)C)=CC=2C(C)C)CCCCC1.C([O-])([O-])=O.[Na+].[Na+]. (4) Reactant: [CH2:1]([O:8][C:9](=[O:15])[C@H:10]([CH:12]([CH3:14])[CH3:13])[NH2:11])[C:2]1[CH:7]=[CH:6][CH:5]=[CH:4][CH:3]=1.[CH2:16]1[CH2:22][S:19](=[O:21])(=[O:20])[O:18][CH2:17]1. Product: [CH2:1]([O:8][C:9]([C@@H:10]([NH:11][CH2:17][CH2:16][CH2:22][S:19]([OH:21])(=[O:20])=[O:18])[CH:12]([CH3:13])[CH3:14])=[O:15])[C:2]1[CH:7]=[CH:6][CH:5]=[CH:4][CH:3]=1. The catalyst class is: 5. (5) Reactant: F[C:2](F)(F)[C@H:3]([N:7]1[CH:11]=[C:10]([C:12]2[C:13]3[CH:20]=[CH:19][N:18]([CH2:21][O:22][CH2:23][CH2:24][Si:25]([CH3:28])([CH3:27])[CH3:26])[C:14]=3[N:15]=[CH:16][N:17]=2)[CH:9]=[N:8]1)[CH2:4][C:5]#[N:6].F[C:32](F)(F)[C@@H:33](N1C=C(C2C3C=CN(COCC[Si](C)(C)C)C=3N=CN=2)C=N1)CC#N.FC(F)(F)C(N1C=C(C2C3C=CN(COCC[Si](C)(C)C)C=3N=CN=2)C=N1)CC#N. Product: [CH:2]1([C@H:3]([N:7]2[CH:11]=[C:10]([C:12]3[C:13]4[CH:20]=[CH:19][N:18]([CH2:21][O:22][CH2:23][CH2:24][Si:25]([CH3:28])([CH3:27])[CH3:26])[C:14]=4[N:15]=[CH:16][N:17]=3)[CH:9]=[N:8]2)[CH2:4][C:5]#[N:6])[CH2:33][CH2:32]1. The catalyst class is: 32.